Dataset: Full USPTO retrosynthesis dataset with 1.9M reactions from patents (1976-2016). Task: Predict the reactants needed to synthesize the given product. (1) Given the product [CH2:1]([O:3][C:4]1[C:9]2[O:10][CH:11]([CH2:14][N:43]3[CH:38]4[CH2:39][CH2:40][C@H:41]3[CH2:42][C:36]([C:27]3[CH:28]=[CH:29][C:30]5[C:35](=[CH:34][CH:33]=[CH:32][CH:31]=5)[CH:26]=3)([OH:44])[CH2:37]4)[CH2:12][O:13][C:8]=2[CH:7]=[CH:6][CH:5]=1)[CH3:2], predict the reactants needed to synthesize it. The reactants are: [CH2:1]([O:3][C:4]1[C:9]2[O:10][C@H:11]([CH2:14]OS(C3C=CC(C)=CC=3)(=O)=O)[CH2:12][O:13][C:8]=2[CH:7]=[CH:6][CH:5]=1)[CH3:2].[CH:26]1[C:35]2[C:30](=[CH:31][CH:32]=[CH:33][CH:34]=2)[CH:29]=[CH:28][C:27]=1[C:36]1([OH:44])[CH2:42][CH:41]2[NH:43][CH:38]([CH2:39][CH2:40]2)[CH2:37]1.C([O-])([O-])=O.[K+].[K+].C(#N)C. (2) Given the product [CH2:12]([CH:14]([CH2:17][CH2:18][CH2:19][CH3:20])[CH2:15][NH:1][C:2]1[CH:7]=[C:6]([N+:8]([O-:10])=[O:9])[CH:5]=[CH:4][C:3]=1[O:11][CH2:21][CH:33]([CH2:32][CH3:31])[CH2:34][CH2:35][CH2:36][CH3:37])[CH3:13], predict the reactants needed to synthesize it. The reactants are: [NH2:1][C:2]1[CH:7]=[C:6]([N+:8]([O-:10])=[O:9])[CH:5]=[CH:4][C:3]=1[OH:11].[CH2:12]([CH:14]([CH2:17][CH2:18][CH2:19][CH3:20])[CH2:15]Br)[CH3:13].[CH:21](N(CC)C(C)C)(C)C.O.[CH3:31][CH2:32][CH2:33][CH2:34][CH2:35][CH2:36][CH3:37]. (3) The reactants are: Br[C:2]1[CH:3]=[C:4]2[C:14](=[CH:15][CH:16]=1)[O:13][C:7]1[CH:8]=[N:9][C:10]([Cl:12])=[CH:11][C:6]=1[C:5]2=[O:17].[F:18][C:19]1[C:24](B(O)O)=[CH:23][CH:22]=[CH:21][N:20]=1.CC([O-])=O.[K+]. Given the product [Cl:12][C:10]1[N:9]=[CH:8][C:7]2[O:13][C:14]3[C:4]([C:5](=[O:17])[C:6]=2[CH:11]=1)=[CH:3][C:2]([C:24]1[C:19]([F:18])=[N:20][CH:21]=[CH:22][CH:23]=1)=[CH:16][CH:15]=3, predict the reactants needed to synthesize it.